The task is: Predict the reaction yield, written as a fraction of the theoretical maximum amount of product (1.0 means a 100% yield; for example, 0.34 means a 34% yield).. This data is from Reaction yield outcomes from USPTO patents with 853,638 reactions. (1) The reactants are [C:1]([N:4]1[C:12]2[C:7](=[CH:8][CH:9]=[C:10]([N:13]([CH2:24][CH2:25][CH2:26][NH:27][CH2:28][C:29]3[CH:34]=[CH:33][CH:32]=[CH:31][CH:30]=3)[C:14](=[O:23])/[CH:15]=[CH:16]/[C:17]3[CH:22]=[CH:21][CH:20]=[CH:19][CH:18]=3)[CH:11]=2)[CH2:6][CH2:5]1)(=[O:3])[CH3:2].[CH2:35](I)[CH:36]=[CH2:37].C(N(C(C)C)CC)(C)C. The yield is 0.870. The product is [C:1]([N:4]1[C:12]2[C:7](=[CH:8][CH:9]=[C:10]([N:13]([CH2:24][CH2:25][CH2:26][N:27]([CH2:37][CH:36]=[CH2:35])[CH2:28][C:29]3[CH:30]=[CH:31][CH:32]=[CH:33][CH:34]=3)[C:14](=[O:23])/[CH:15]=[CH:16]/[C:17]3[CH:18]=[CH:19][CH:20]=[CH:21][CH:22]=3)[CH:11]=2)[CH2:6][CH2:5]1)(=[O:3])[CH3:2]. The catalyst is C(Cl)Cl. (2) The reactants are C([O:3][C:4]([C:6]1[NH:7][C:8](=[O:24])[N:9]([CH:11]2[CH2:16][CH2:15][N:14]([C:17]([O:19][C:20]([CH3:23])([CH3:22])[CH3:21])=[O:18])[CH2:13][CH2:12]2)[CH:10]=1)=[O:5])C.O.O.[OH-].[Li+]. The catalyst is O1CCCC1. The product is [C:20]([O:19][C:17]([N:14]1[CH2:15][CH2:16][CH:11]([N:9]2[CH:10]=[C:6]([C:4]([OH:5])=[O:3])[NH:7][C:8]2=[O:24])[CH2:12][CH2:13]1)=[O:18])([CH3:23])([CH3:21])[CH3:22]. The yield is 0.980. (3) The reactants are [CH3:1][O:2][C:3]([CH:5]1[CH2:10][NH:9][CH:8]([C:11]([OH:13])=[O:12])[CH2:7][CH2:6]1)=[O:4].[OH-].[Na+].[C:16](O[C:16]([O:18][C:19]([CH3:22])([CH3:21])[CH3:20])=[O:17])([O:18][C:19]([CH3:22])([CH3:21])[CH3:20])=[O:17]. The catalyst is O.O1CCOCC1. The product is [C:19]([O:18][C:16]([N:9]1[CH2:10][CH:5]([C:3]([O:2][CH3:1])=[O:4])[CH2:6][CH2:7][CH:8]1[C:11]([OH:13])=[O:12])=[O:17])([CH3:22])([CH3:21])[CH3:20]. The yield is 1.00. (4) The reactants are Cl.O1CCOCC1.[Cl:8][C:9]1[CH:44]=[CH:43][C:12]([CH2:13][N:14]([CH2:33][CH2:34][NH:35]C(=O)OC(C)(C)C)[C:15]([N:17]2[CH2:22][CH2:21][N:20]([C:23]3[C:24]4[C@H:31]([CH3:32])[CH2:30][CH2:29][C:25]=4[N:26]=[CH:27][N:28]=3)[CH2:19][CH2:18]2)=[O:16])=[CH:11][CH:10]=1. The catalyst is CO. The product is [NH2:35][CH2:34][CH2:33][N:14]([CH2:13][C:12]1[CH:43]=[CH:44][C:9]([Cl:8])=[CH:10][CH:11]=1)[C:15]([N:17]1[CH2:18][CH2:19][N:20]([C:23]2[C:24]3[C@H:31]([CH3:32])[CH2:30][CH2:29][C:25]=3[N:26]=[CH:27][N:28]=2)[CH2:21][CH2:22]1)=[O:16]. The yield is 0.900. (5) The reactants are [F:8][C:7]([F:10])([F:9])[C:6](O[C:6](=[O:11])[C:7]([F:10])([F:9])[F:8])=[O:11].[NH:14]1[C:18]2[CH:19]=[CH:20][CH:21]=[CH:22][C:17]=2[N:16]=[C:15]1[C:23]1[C:27]([NH2:28])=[CH:26][NH:25][N:24]=1. The catalyst is N1C=CC=CC=1. The product is [NH:16]1[C:17]2[CH:22]=[CH:21][CH:20]=[CH:19][C:18]=2[N:14]=[C:15]1[C:23]1[C:27]([NH:28][C:6](=[O:11])[C:7]([F:8])([F:9])[F:10])=[CH:26][NH:25][N:24]=1. The yield is 0.320.